From a dataset of CYP2C19 inhibition data for predicting drug metabolism from PubChem BioAssay. Regression/Classification. Given a drug SMILES string, predict its absorption, distribution, metabolism, or excretion properties. Task type varies by dataset: regression for continuous measurements (e.g., permeability, clearance, half-life) or binary classification for categorical outcomes (e.g., BBB penetration, CYP inhibition). Dataset: cyp2c19_veith. (1) The molecule is CCSc1nc2ccccc2n1C(=O)/C=C\c1ccc(OC)c(OC)c1. The result is 1 (inhibitor). (2) The molecule is CC(C)NC(=O)N1CCC2(CC1)CCN(C(=O)c1csnn1)CC2. The result is 0 (non-inhibitor).